Predict the reaction yield, written as a fraction of the theoretical maximum amount of product (1.0 means a 100% yield; for example, 0.34 means a 34% yield). From a dataset of Reaction yield outcomes from USPTO patents with 853,638 reactions. (1) The product is [F:1][C:2]1[CH:3]=[CH:4][C:5]([S:8]([N:11]2[C:15]([C:16]3[CH:21]=[CH:20][CH:19]=[CH:18][CH:17]=3)=[CH:14][C:13]([CH:22]=[O:23])=[CH:12]2)(=[O:9])=[O:10])=[CH:6][CH:7]=1. The yield is 0.800. The catalyst is [Ru]([O-])(=O)(=O)=O.C([N+](CCC)(CCC)CCC)CC. The reactants are [F:1][C:2]1[CH:7]=[CH:6][C:5]([S:8]([N:11]2[C:15]([C:16]3[CH:21]=[CH:20][CH:19]=[CH:18][CH:17]=3)=[CH:14][C:13]([CH2:22][OH:23])=[CH:12]2)(=[O:10])=[O:9])=[CH:4][CH:3]=1.C[N+]1([O-])CCOCC1. (2) The reactants are [NH2:1][C:2]1[CH:7]=[CH:6][C:5]([CH3:8])=[CH:4][N:3]=1.[Cl-].C[Al+]C.[OH:13][CH2:14][C:15]1[O:16][C:17]2[CH:23]=[C:22]([C:24](OCC)=[O:25])[CH:21]=[C:20]([O:29][C:30]3[CH:35]=[CH:34][C:33]([S:36]([CH3:39])(=[O:38])=[O:37])=[CH:32][CH:31]=3)[C:18]=2[CH:19]=1. The catalyst is ClCCCl. The product is [OH:13][CH2:14][C:15]1[O:16][C:17]2[CH:23]=[C:22]([C:24]([NH:1][C:2]3[CH:7]=[CH:6][C:5]([CH3:8])=[CH:4][N:3]=3)=[O:25])[CH:21]=[C:20]([O:29][C:30]3[CH:31]=[CH:32][C:33]([S:36]([CH3:39])(=[O:38])=[O:37])=[CH:34][CH:35]=3)[C:18]=2[CH:19]=1. The yield is 0.710. (3) The product is [NH:2]1[C:10]2[C:5](=[CH:6][CH:7]=[C:8]([CH2:11][C:12]([OH:14])=[O:13])[CH:9]=2)[CH:4]=[N:3]1. The catalyst is O1CCOCC1. The yield is 1.00. The reactants are Cl.[NH:2]1[C:10]2[C:5](=[CH:6][CH:7]=[C:8]([CH2:11][C:12]([O:14]C(C)(C)C)=[O:13])[CH:9]=2)[CH:4]=[N:3]1. (4) The reactants are [Br:1][C:2]1[CH:3]=[CH:4][C:5]([OH:19])=[C:6]([C:8](=[O:18])[CH:9]=[CH:10][C:11]2[CH:16]=[CH:15][CH:14]=[C:13]([Cl:17])[CH:12]=2)[CH:7]=1.[OH-].[Na+]. The catalyst is O.CCO. The product is [Br:1][C:2]1[CH:7]=[C:6]2[C:5](=[CH:4][CH:3]=1)[O:19][CH:10]([C:11]1[CH:16]=[CH:15][CH:14]=[C:13]([Cl:17])[CH:12]=1)[CH2:9][C:8]2=[O:18]. The yield is 0.820. (5) The reactants are [Cl:1][C:2]1[N:10]=[C:9]2[C:5]([NH:6][CH:7]=[N:8]2)=[C:4](Cl)[N:3]=1.[NH:12]1[CH2:17][CH2:16][O:15][CH2:14][CH2:13]1. The catalyst is O. The product is [Cl:1][C:2]1[N:10]=[C:9]2[C:5]([N:6]=[CH:7][NH:8]2)=[C:4]([N:12]2[CH2:17][CH2:16][O:15][CH2:14][CH2:13]2)[N:3]=1. The yield is 0.960.